Task: Predict the reaction yield, written as a fraction of the theoretical maximum amount of product (1.0 means a 100% yield; for example, 0.34 means a 34% yield).. Dataset: Reaction yield outcomes from USPTO patents with 853,638 reactions (1) The reactants are [NH2:1][C:2]1[CH:7]=[CH:6][C:5]([OH:8])=[C:4]([Cl:9])[CH:3]=1.Cl[CH2:11][C:12]1[CH:16]=[C:15]([CH3:17])[O:14][N:13]=1.O. The catalyst is CN(C=O)C.O1CCOCCOCCOCCOCCOCC1. The product is [Cl:9][C:4]1[CH:3]=[C:2]([CH:7]=[CH:6][C:5]=1[O:8][CH2:11][C:12]1[CH:16]=[C:15]([CH3:17])[O:14][N:13]=1)[NH2:1]. The yield is 0.600. (2) The reactants are [C:1](=[O:8])([O:5][CH2:6][CH3:7])OCC.CC(C)([O-])C.[K+].[CH3:15][C:16]([C:18]1[S:22][CH:21]=[CH:20][CH:19]=1)=[O:17].O. The catalyst is C1(C)C=CC=CC=1. The product is [O:17]=[C:16]([C:18]1[S:22][CH:21]=[CH:20][CH:19]=1)[CH2:15][C:1]([O:5][CH2:6][CH3:7])=[O:8]. The yield is 0.900.